Task: Predict the reaction yield, written as a fraction of the theoretical maximum amount of product (1.0 means a 100% yield; for example, 0.34 means a 34% yield).. Dataset: Reaction yield outcomes from USPTO patents with 853,638 reactions (1) The product is [CH3:4][C:3]([CH3:6])([CH3:5])[CH2:2][C:11]1[CH:12]=[CH:13][CH:14]=[C:9]([F:8])[C:10]=1[C:16]([NH:20][CH2:19][CH3:18])=[O:17]. The reactants are [Li].[CH2:2](Cl)[C:3]([CH3:6])([CH3:5])[CH3:4].[F:8][C:9]1[CH:14]=[CH:13][CH:12]=[C:11](F)[C:10]=1[C:16]1[O:17][CH2:18][C:19](C)(C)[N:20]=1.C([O-])(O)=O.[Na+]. The catalyst is C1COCC1. The yield is 0.270. (2) The reactants are [F:1][C:2]1[CH:3]=[C:4]([CH2:10][C:11]([OH:13])=O)[CH:5]=[CH:6][C:7]=1[O:8][CH3:9].[F:14][C:15]1[CH:20]=[CH:19][CH:18]=[CH:17][C:16]=1[O:21][CH3:22]. No catalyst specified. The product is [F:14][C:15]1[CH:20]=[C:19]([C:11](=[O:13])[CH2:10][C:4]2[CH:5]=[CH:6][C:7]([O:8][CH3:9])=[C:2]([F:1])[CH:3]=2)[CH:18]=[CH:17][C:16]=1[O:21][CH3:22]. The yield is 0.775. (3) The reactants are Br[C:2]1[CH:3]=[C:4]2[C:8](=[CH:9][C:10]=1[Cl:11])[NH:7][CH:6]=[C:5]2[CH:12]=[O:13].CC1(C)COB([C:21]2[CH:26]=[CH:25][C:24]([C:27]3([OH:31])[CH2:30][CH2:29][CH2:28]3)=[CH:23][CH:22]=2)OC1.C(=O)([O-])[O-].[K+].[K+].[NH4+].[Cl-]. The catalyst is CCO.C1(C)C=CC=CC=1.C1C=CC(P(C2C=CC=CC=2)[C-]2C=CC=C2)=CC=1.C1C=CC(P(C2C=CC=CC=2)[C-]2C=CC=C2)=CC=1.Cl[Pd]Cl.[Fe+2].O. The product is [Cl:11][C:10]1[CH:9]=[C:8]2[C:4]([C:5]([CH:12]=[O:13])=[CH:6][NH:7]2)=[CH:3][C:2]=1[C:21]1[CH:26]=[CH:25][C:24]([C:27]2([OH:31])[CH2:30][CH2:29][CH2:28]2)=[CH:23][CH:22]=1. The yield is 0.640. (4) The reactants are [CH3:1][C:2]1[CH:7]=[C:6]([CH3:8])[CH:5]=[CH:4][C:3]=1[N:9]1[CH2:14][CH2:13][N:12]([CH2:15][CH2:16][NH2:17])[CH2:11][CH2:10]1.[C:18]([N:22]1[C:26]([CH2:27][CH:28]([CH3:30])[CH3:29])=[CH:25][C:24]([CH:31]=O)=[N:23]1)([CH3:21])([CH3:20])[CH3:19]. No catalyst specified. The product is [C:18]([N:22]1[C:26]([CH2:27][CH:28]([CH3:29])[CH3:30])=[CH:25][C:24]([CH2:31][NH:17][CH2:16][CH2:15][N:12]2[CH2:13][CH2:14][N:9]([C:3]3[CH:4]=[CH:5][C:6]([CH3:8])=[CH:7][C:2]=3[CH3:1])[CH2:10][CH2:11]2)=[N:23]1)([CH3:21])([CH3:20])[CH3:19]. The yield is 0.987. (5) The reactants are CC(C1C=C(C(C)C)C=C(C(C)C)C=1S(O[CH2:20][C:21]1([OH:41])[CH2:24][N:23]([C:25]([C:27]2[C:31]([NH:32][C:33]3[CH:38]=[CH:37][C:36]([I:39])=[CH:35][C:34]=3[F:40])=[CH:30][S:29][CH:28]=2)=[O:26])[CH2:22]1)(=O)=O)C.[H-].[Na+].[C:44]([NH2:48])([CH3:47])([CH3:46])[CH3:45]. The catalyst is O1CCCC1. The product is [CH3:45][C:44]([NH:48][CH2:20][C:21]1([OH:41])[CH2:24][N:23]([C:25]([C:27]2[C:31]([NH:32][C:33]3[CH:38]=[CH:37][C:36]([I:39])=[CH:35][C:34]=3[F:40])=[CH:30][S:29][CH:28]=2)=[O:26])[CH2:22]1)([CH3:47])[CH3:46]. The yield is 0.110. (6) The reactants are [Br-].[CH3:2][O:3][C:4]1[CH:30]=[CH:29][C:7]([CH2:8][CH2:9][P+](C2C=CC=CC=2)(C2C=CC=CC=2)C2C=CC=CC=2)=[CH:6][CH:5]=1.[Li]CCCC.[CH:36]([C:39]1[CH:40]=[C:41]([CH:45]([CH3:49])[CH2:46][CH:47]=O)[CH:42]=[CH:43][CH:44]=1)([CH3:38])[CH3:37]. No catalyst specified. The product is [CH:36]([C:39]1[CH:44]=[CH:43][CH:42]=[C:41]([CH:45]([CH2:46][CH:47]=[CH:9][CH2:8][C:7]2[CH:6]=[CH:5][C:4]([O:3][CH3:2])=[CH:30][CH:29]=2)[CH3:49])[CH:40]=1)([CH3:38])[CH3:37]. The yield is 0.260. (7) The reactants are [CH:1]1([NH:4][C:5]([NH:7][C:8]2[CH:13]=[CH:12][C:11]([O:14][C:15]3[CH:20]=[CH:19][N:18]=[C:17]4[CH:21]=[C:22]([C:24]5[CH:29]=[CH:28][C:27]([CH2:30][N:31]6[CH2:36][CH2:35][N:34]([C:37](=[O:40])[CH2:38][OH:39])[CH2:33][CH2:32]6)=[CH:26][N:25]=5)[S:23][C:16]=34)=[C:10]([F:41])[CH:9]=2)=[O:6])[CH2:3][CH2:2]1.[C:42]([NH:49][C@H:50]([C:54](O)=[O:55])[CH:51]([CH3:53])[CH3:52])([O:44][C:45]([CH3:48])([CH3:47])[CH3:46])=[O:43].C1CCC(N=C=NC2CCCCC2)CC1.CO.C(Cl)Cl. The catalyst is CN(C1C=CN=CC=1)C.CN(C=O)C. The product is [C:45]([O:44][C:42]([NH:49][C@@H:50]([CH:51]([CH3:53])[CH3:52])[C:54]([O:39][CH2:38][C:37]([N:34]1[CH2:33][CH2:32][N:31]([CH2:30][C:27]2[CH:26]=[N:25][C:24]([C:22]3[S:23][C:16]4[C:17](=[N:18][CH:19]=[CH:20][C:15]=4[O:14][C:11]4[CH:12]=[CH:13][C:8]([NH:7][C:5]([NH:4][CH:1]5[CH2:2][CH2:3]5)=[O:6])=[CH:9][C:10]=4[F:41])[CH:21]=3)=[CH:29][CH:28]=2)[CH2:36][CH2:35]1)=[O:40])=[O:55])=[O:43])([CH3:48])([CH3:47])[CH3:46]. The yield is 0.960.